Dataset: Full USPTO retrosynthesis dataset with 1.9M reactions from patents (1976-2016). Task: Predict the reactants needed to synthesize the given product. (1) Given the product [F:28][C:29]1[CH:30]=[N:31][C:32]([NH:35][C:36]2[S:37][C:14]3[CH2:13][CH2:12][N:11]([CH2:19][C:20]4[CH:25]=[CH:24][CH:23]=[CH:22][N:21]=4)[C:10]4=[N:9][N:8]([CH2:7][C:6]5[CH:26]=[CH:27][C:3]([O:2][CH3:1])=[CH:4][CH:5]=5)[CH:17]=[C:16]4[C:15]=3[N:38]=2)=[N:33][CH:34]=1, predict the reactants needed to synthesize it. The reactants are: [CH3:1][O:2][C:3]1[CH:27]=[CH:26][C:6]([CH2:7][N:8]2[CH:17]=[C:16]3[C:10]([N:11]([CH2:19][C:20]4[CH:25]=[CH:24][CH:23]=[CH:22][N:21]=4)[CH2:12][CH2:13][CH2:14][C:15]3=O)=[N:9]2)=[CH:5][CH:4]=1.[F:28][C:29]1[CH:30]=[N:31][C:32]([NH:35][C:36]([NH2:38])=[S:37])=[N:33][CH:34]=1.II. (2) Given the product [F:4][C:5]1[CH:10]=[CH:9][CH:8]=[CH:7][C:6]=1[C:11]1[CH:12]=[N:13][C:14]([N:17]2[C:25]3[C:20](=[CH:21][CH:22]=[C:23]([C:26]([OH:28])=[O:27])[CH:24]=3)[C:19]([S:30]([CH3:32])=[O:31])=[CH:18]2)=[N:15][CH:16]=1, predict the reactants needed to synthesize it. The reactants are: O.[OH-].[Li+].[F:4][C:5]1[CH:10]=[CH:9][CH:8]=[CH:7][C:6]=1[C:11]1[CH:12]=[N:13][C:14]([N:17]2[C:25]3[C:20](=[CH:21][CH:22]=[C:23]([C:26]([O:28]C)=[O:27])[CH:24]=3)[C:19]([S:30]([CH3:32])=[O:31])=[CH:18]2)=[N:15][CH:16]=1.